Task: Predict the product of the given reaction.. Dataset: Forward reaction prediction with 1.9M reactions from USPTO patents (1976-2016) (1) Given the reactants Cl[CH2:2][CH2:3][S:4](Cl)(=[O:6])=[O:5].[H-].[Na+].[CH:10](/[C:18]1[CH:23]=[CH:22][C:21]([C:24]2[C:25]([NH2:30])=[N:26][CH:27]=[CH:28][CH:29]=2)=[CH:20][CH:19]=1)=[CH:11]\[C:12]1[CH:17]=[CH:16][CH:15]=[CH:14][CH:13]=1, predict the reaction product. The product is: [C:12]1(/[CH:11]=[CH:10]/[C:18]2[CH:23]=[CH:22][C:21]([C:24]3[C:25]4=[N:30][S:4](=[O:6])(=[O:5])[CH2:3][CH2:2][N:26]4[CH:27]=[CH:28][CH:29]=3)=[CH:20][CH:19]=2)[CH:13]=[CH:14][CH:15]=[CH:16][CH:17]=1. (2) Given the reactants I[C:2]1[CH:11]=[CH:10][C:9]2[NH:8][C:7](=[O:12])[C:6]3[NH:13][CH:14]=[CH:15][C:5]=3[C:4]=2[CH:3]=1.[CH2:16]([C:18]([O-:20])=[O:19])[CH3:17].C(=O)([O-])[O-].[K+].[K+].[C:27]1([SH:33])[CH:32]=[CH:31][CH:30]=[CH:29][CH:28]=1, predict the reaction product. The product is: [O:12]=[C:7]1[C:6]2[NH:13][CH:14]=[CH:15][C:5]=2[C:4]2[CH:3]=[C:2]([S:33][C:27]3[CH:32]=[CH:31][CH:30]=[CH:29][CH:28]=3)[CH:11]=[CH:10][C:9]=2[NH:8]1.[CH2:16]([C:18]([O-:20])=[O:19])[CH3:17]. (3) The product is: [CH3:1][O:2][C:3]1[CH:15]=[CH:14][C:6]([CH2:7][O:8][C:9]([CH3:13])([CH3:12])[CH2:10][O:11][C:19]2[N:20]=[CH:21][C:22]([C:25]([O:27][CH3:28])=[O:26])=[N:23][CH:24]=2)=[CH:5][CH:4]=1. Given the reactants [CH3:1][O:2][C:3]1[CH:15]=[CH:14][C:6]([CH2:7][O:8][C:9]([CH3:13])([CH3:12])[CH2:10][OH:11])=[CH:5][CH:4]=1.[H-].[Na+].Cl[C:19]1[N:20]=[CH:21][C:22]([C:25]([O:27][CH3:28])=[O:26])=[N:23][CH:24]=1.Cl, predict the reaction product.